From a dataset of Forward reaction prediction with 1.9M reactions from USPTO patents (1976-2016). Predict the product of the given reaction. (1) Given the reactants [F:1][C:2]1[CH:7]=[C:6]([F:8])[CH:5]=[CH:4][C:3]=1[C@@:9]([NH:20][S@@:21]([C:23]([CH3:26])([CH3:25])[CH3:24])=[O:22])([CH2:11][C:12]([C:14]1[C:15]([CH3:19])=[N:16][O:17][CH:18]=1)=[O:13])[CH3:10].[H-].C(O[Al](OC(C)(C)C)OC(C)(C)C)(C)(C)C.[Li+].C1COCC1.O.O.O.O.O.O.O.O.O.O.S([O-])([O-])(=O)=O.[Na+].[Na+].[Cl-].[NH4+], predict the reaction product. The product is: [F:1][C:2]1[CH:7]=[C:6]([F:8])[CH:5]=[CH:4][C:3]=1[C@@:9]([NH:20][S@@:21]([C:23]([CH3:26])([CH3:25])[CH3:24])=[O:22])([CH2:11][C@@H:12]([OH:13])[C:14]1[C:15]([CH3:19])=[N:16][O:17][CH:18]=1)[CH3:10]. (2) Given the reactants [CH2:1]([O:3][C:4](=[O:16])[CH:5](Cl)[C:6](=O)[C:7]1[CH:12]=[CH:11][C:10]([CH3:13])=[CH:9][CH:8]=1)[CH3:2].[C:17]([NH2:20])(=[S:19])[CH3:18], predict the reaction product. The product is: [CH2:1]([O:3][C:4]([C:5]1[S:19][C:17]([CH3:18])=[N:20][C:6]=1[C:7]1[CH:12]=[CH:11][C:10]([CH3:13])=[CH:9][CH:8]=1)=[O:16])[CH3:2]. (3) Given the reactants Br[C:2]1[CH:11]=[C:10]2[C:5]([C:6]([CH3:14])([CH3:13])[CH2:7][CH2:8][C:9]2=[O:12])=[CH:4][CH:3]=1.[CH:15]([C:17]1[CH:27]=[CH:26][C:20]([C:21]([O:23][CH2:24][CH3:25])=[O:22])=[CH:19][CH:18]=1)=[CH2:16].CC1C=CC=CC=1P(C1C=CC=CC=1C)C1C=CC=CC=1C, predict the reaction product. The product is: [CH3:13][C:6]1([CH3:14])[CH2:7][CH2:8][C:9](=[O:12])[C:10]2[CH:11]=[C:2](/[CH:16]=[CH:15]/[C:17]3[CH:27]=[CH:26][C:20]([C:21]([O:23][CH2:24][CH3:25])=[O:22])=[CH:19][CH:18]=3)[CH:3]=[CH:4][C:5]1=2. (4) Given the reactants [Cl:1][C:2]1[CH:10]=[C:9]2[C:5]([C:6]([C:11]([N:13]3[CH2:18][CH2:17][CH:16]([C:19]4[CH:24]=[CH:23][CH:22]=[CH:21][C:20]=4[C:25]([F:28])([F:27])[F:26])[CH2:15][CH2:14]3)=[O:12])=[CH:7][NH:8]2)=[CH:4][CH:3]=1.Br[CH2:30][C:31]([OH:33])=[O:32], predict the reaction product. The product is: [Cl:1][C:2]1[CH:10]=[C:9]2[C:5]([C:6]([C:11]([N:13]3[CH2:14][CH2:15][CH:16]([C:19]4[CH:24]=[CH:23][CH:22]=[CH:21][C:20]=4[C:25]([F:28])([F:27])[F:26])[CH2:17][CH2:18]3)=[O:12])=[CH:7][N:8]2[CH2:30][C:31]([OH:33])=[O:32])=[CH:4][CH:3]=1. (5) Given the reactants [Al].[CH2:2](Br)[C:3]#[CH:4].[F:6][C:7]([F:23])([F:22])[C:8](=[O:21])[CH2:9][C:10]([C:13]1[CH:18]=[C:17]([F:19])[CH:16]=[CH:15][C:14]=1[CH3:20])([CH3:12])[CH3:11].O, predict the reaction product. The product is: [F:19][C:17]1[CH:16]=[CH:15][C:14]([CH3:20])=[C:13]([C:10]([CH3:12])([CH3:11])[CH2:9][C:8]([C:7]([F:6])([F:22])[F:23])([OH:21])[CH2:4][C:3]#[CH:2])[CH:18]=1. (6) Given the reactants [N:1]1[CH:6]=[CH:5][CH:4]=[CH:3][C:2]=1[NH2:7].Cl[C:9]1[C:18]2=[N:19][N:20](CC3C=CC(OC)=CC=3)[CH:21]=[C:17]2[C:16]2[CH:15]=[C:14]([O:31][CH3:32])[CH:13]=[CH:12][C:11]=2[N:10]=1, predict the reaction product. The product is: [CH3:32][O:31][C:14]1[CH:13]=[CH:12][C:11]2[N:10]=[C:9]([NH:7][C:2]3[CH:3]=[CH:4][CH:5]=[CH:6][N:1]=3)[C:18]3=[N:19][NH:20][CH:21]=[C:17]3[C:16]=2[CH:15]=1.